This data is from Reaction yield outcomes from USPTO patents with 853,638 reactions. The task is: Predict the reaction yield, written as a fraction of the theoretical maximum amount of product (1.0 means a 100% yield; for example, 0.34 means a 34% yield). (1) The reactants are C(NC(C)C)(C)C.[Cl:8][C:9]1[CH:16]=[C:15]([N:17]2[C:21](=[O:22])[CH2:20][C@H:19]([OH:23])[C@@H:18]2[CH3:24])[CH:14]=[CH:13][C:10]=1[C:11]#[N:12].[CH3:25][C:26]([CH3:28])=[O:27].C(O)(=O)C. The catalyst is C1COCC1.O. The product is [Cl:8][C:9]1[CH:16]=[C:15]([N:17]2[C:21](=[O:22])[C@@H:20]([C:26]([OH:27])([CH3:28])[CH3:25])[C@H:19]([OH:23])[C@@H:18]2[CH3:24])[CH:14]=[CH:13][C:10]=1[C:11]#[N:12]. The yield is 0.245. (2) The reactants are P([O-])([O-])([O-])=O.[K+].[K+].[K+].COC(C)(C)C.[NH2:15][CH:16]([C:23]1[CH:28]=[CH:27][C:26]([Cl:29])=[CH:25][CH:24]=1)[CH2:17][C:18]([O:20]CC)=[O:19]. The catalyst is CC(C)=O. The product is [NH2:15][CH:16]([C:23]1[CH:24]=[CH:25][C:26]([Cl:29])=[CH:27][CH:28]=1)[CH2:17][C:18]([OH:20])=[O:19]. The yield is 0.430. (3) The reactants are [Cl:1][C:2]1[C:3]([C:9]2[N:10]([CH:15]([CH3:17])[CH3:16])[C:11]([CH3:14])=[N:12][CH:13]=2)=[N:4][C:5](N)=[N:6][CH:7]=1.N([O-])=O.[Na+].P(Cl)(Cl)([Cl:24])=O. The catalyst is C(O)(=O)C.O.C(#N)C. The product is [Cl:24][C:5]1[N:4]=[C:3]([C:9]2[N:10]([CH:15]([CH3:17])[CH3:16])[C:11]([CH3:14])=[N:12][CH:13]=2)[C:2]([Cl:1])=[CH:7][N:6]=1. The yield is 0.640. (4) The reactants are P(Cl)(Cl)([Cl:3])=O.[CH:6]1[CH:7]=[CH:8][C:9]2[C:10](=[CH:12][N:13]=[N:14][C:15]=2O)[CH:11]=1. The catalyst is C(OCC)(=O)C. The product is [ClH:3].[Cl:3][C:15]1[C:9]2[C:10](=[CH:11][CH:6]=[CH:7][CH:8]=2)[CH:12]=[N:13][N:14]=1. The yield is 0.650.